The task is: Predict the reaction yield, written as a fraction of the theoretical maximum amount of product (1.0 means a 100% yield; for example, 0.34 means a 34% yield).. This data is from Reaction yield outcomes from USPTO patents with 853,638 reactions. (1) The yield is 0.300. The product is [CH2:1]([C:5]1[N:6]=[C:7]([CH3:27])[N:8]([CH2:35][C:36]([CH3:39])([CH3:38])[CH3:37])[C:9](=[O:26])[C:10]=1[CH2:11][C:12]1[CH:17]=[CH:16][C:15]([C:18]2[C:19]([C:24]#[N:25])=[CH:20][CH:21]=[CH:22][CH:23]=2)=[CH:14][CH:13]=1)[CH2:2][CH2:3][CH3:4]. The catalyst is C(OCC)(=O)C. The reactants are [CH2:1]([C:5]1[N:6]=[C:7]([CH3:27])[NH:8][C:9](=[O:26])[C:10]=1[CH2:11][C:12]1[CH:17]=[CH:16][C:15]([C:18]2[C:19]([C:24]#[N:25])=[CH:20][CH:21]=[CH:22][CH:23]=2)=[CH:14][CH:13]=1)[CH2:2][CH2:3][CH3:4].C(=O)([O-])[O-].[Cs+].[Cs+].I[CH2:35][C:36]([CH3:39])([CH3:38])[CH3:37].CN(C)C(=O)C. (2) The reactants are Br[C:2]1[CH:3]=[C:4]([NH:10][C:11]2[N:12]=[C:13]([CH3:17])[N:14]([CH3:16])[CH:15]=2)[C:5](=[O:9])[N:6]([CH3:8])[CH:7]=1.[C:18]([O:21][CH2:22][C:23]1[C:24]([N:38]2[CH2:49][CH2:48][N:47]3[C:40](=[CH:41][C:42]4[CH2:43][C:44]([CH3:51])([CH3:50])[CH2:45][C:46]=43)[C:39]2=[O:52])=[N:25][CH:26]=[CH:27][C:28]=1B1OC(C)(C)C(C)(C)O1)(=[O:20])[CH3:19].C([O-])(=O)C.[Na+]. The catalyst is O.C1C=CC(P(C2C=CC=CC=2)[C-]2C=CC=C2)=CC=1.C1C=CC(P(C2C=CC=CC=2)[C-]2C=CC=C2)=CC=1.Cl[Pd]Cl.[Fe+2].C(#N)C. The product is [C:18]([O:21][CH2:22][C:23]1[C:24]([N:38]2[CH2:49][CH2:48][N:47]3[C:40](=[CH:41][C:42]4[CH2:43][C:44]([CH3:51])([CH3:50])[CH2:45][C:46]=43)[C:39]2=[O:52])=[N:25][CH:26]=[CH:27][C:28]=1[C:2]1[CH:3]=[C:4]([NH:10][C:11]2[N:12]=[C:13]([CH3:17])[N:14]([CH3:16])[CH:15]=2)[C:5](=[O:9])[N:6]([CH3:8])[CH:7]=1)(=[O:20])[CH3:19]. The yield is 0.500. (3) The reactants are Cl.[Cl:2][CH2:3][CH2:4][NH:5][CH2:6][CH2:7][Cl:8].CS(O[C@@H:14]([CH3:20])[C:15]([O:17][CH2:18][CH3:19])=[O:16])(=O)=O.FC(F)(F)S([O-])(=O)=O. The catalyst is [OH-].[Na+].O1CCCC1. The product is [CH2:18]([O:17][C:15](=[O:16])[C@@H:14]([CH3:20])[N:5]([CH2:6][CH2:7][Cl:8])[CH2:4][CH2:3][Cl:2])[CH3:19]. The yield is 0.833. (4) The reactants are [CH2:1]1[C:9]2[C:4](=[CH:5][CH:6]=[CH:7][CH:8]=2)[CH:3]=[CH:2]1.[Li:10]CCCC. The yield is 0.990. The product is [CH:1]1([Li:10])[C:9]2[C:4](=[CH:5][CH:6]=[CH:7][CH:8]=2)[CH:3]=[CH:2]1. The catalyst is CCCCCCC. (5) The reactants are Cl[C:2]1[C:23]([O:24][CH:25]([CH3:27])[CH3:26])=[CH:22][C:5]([C:6]([NH:8][S:9]([C:12]2[CH:17]=[CH:16][CH:15]=[CH:14][C:13]=2[S:18](=[O:21])(=[O:20])[NH2:19])(=[O:11])=[O:10])=[O:7])=[CH:4][N:3]=1.[C:28]([CH:30]1[CH2:32][CH2:31]1)#[CH:29]. No catalyst specified. The product is [CH:30]1([C:28]#[C:29][C:2]2[C:23]([O:24][CH:25]([CH3:27])[CH3:26])=[CH:22][C:5]([C:6]([NH:8][S:9]([C:12]3[CH:17]=[CH:16][CH:15]=[CH:14][C:13]=3[S:18](=[O:21])(=[O:20])[NH2:19])(=[O:11])=[O:10])=[O:7])=[CH:4][N:3]=2)[CH2:32][CH2:31]1. The yield is 0.370.